This data is from Peptide-MHC class II binding affinity with 134,281 pairs from IEDB. The task is: Regression. Given a peptide amino acid sequence and an MHC pseudo amino acid sequence, predict their binding affinity value. This is MHC class II binding data. (1) The peptide sequence is SQDLMLSWNLNGLQAY. The MHC is DRB1_0401 with pseudo-sequence DRB1_0401. The binding affinity (normalized) is 0.727. (2) The peptide sequence is EKKYMAATQFEPLAA. The MHC is HLA-DQA10301-DQB10302 with pseudo-sequence HLA-DQA10301-DQB10302. The binding affinity (normalized) is 0.367. (3) The peptide sequence is YDKQLANVSTVLTGK. The MHC is DRB1_1302 with pseudo-sequence DRB1_1302. The binding affinity (normalized) is 0.532.